This data is from Forward reaction prediction with 1.9M reactions from USPTO patents (1976-2016). The task is: Predict the product of the given reaction. (1) Given the reactants FC(F)(F)S(O[C:7]1[N:8]=[CH:9][C:10]2[CH:15]=[CH:14][N:13]([CH:16]3[CH2:19][CH2:18][CH2:17]3)[C:11]=2[N:12]=1)(=O)=O.[CH3:22][Mg]Br.[NH4+].[Cl-], predict the reaction product. The product is: [CH:16]1([N:13]2[C:11]3[N:12]=[C:7]([CH3:22])[N:8]=[CH:9][C:10]=3[CH:15]=[CH:14]2)[CH2:19][CH2:18][CH2:17]1. (2) The product is: [CH3:7][C@@H:8]1[NH:13][CH2:12][C@H:11]([C:14]([O:16][CH3:17])=[O:15])[CH2:10][CH2:9]1. Given the reactants C([O-])(O)=O.[Na+].C.[CH3:7][C@@H:8]1[NH:13][CH2:12][C@H:11]([C:14]([O:16][CH3:17])=[O:15])[CH2:10][CH2:9]1, predict the reaction product.